Dataset: Forward reaction prediction with 1.9M reactions from USPTO patents (1976-2016). Task: Predict the product of the given reaction. Given the reactants C(O)(=O)C.C(OC(=O)[NH:14][CH:15]([C:19]([N:21]1[CH:25]([C:26](=[O:38])[NH:27][CH:28]2[C:37]3[C:32](=[CH:33][CH:34]=[CH:35][CH:36]=3)[CH2:31][CH2:30][CH2:29]2)[CH2:24][S:23][CH2:22]1)=[O:20])[CH:16]([CH3:18])[CH3:17])C1C=CC=CC=1.[BrH:40], predict the reaction product. The product is: [BrH:40].[CH:28]1([NH:27][C:26]([CH:25]2[CH2:24][S:23][CH2:22][N:21]2[C:19](=[O:20])[CH:15]([NH2:14])[CH:16]([CH3:18])[CH3:17])=[O:38])[C:37]2[C:32](=[CH:33][CH:34]=[CH:35][CH:36]=2)[CH2:31][CH2:30][CH2:29]1.